Task: Regression. Given a peptide amino acid sequence and an MHC pseudo amino acid sequence, predict their binding affinity value. This is MHC class I binding data.. Dataset: Peptide-MHC class I binding affinity with 185,985 pairs from IEDB/IMGT (1) The peptide sequence is AELLNNQFGT. The MHC is HLA-B18:01 with pseudo-sequence HLA-B18:01. The binding affinity (normalized) is 0. (2) The peptide sequence is AIIRILQQL. The MHC is HLA-B40:02 with pseudo-sequence HLA-B40:02. The binding affinity (normalized) is 0. (3) The binding affinity (normalized) is 0.0847. The MHC is HLA-A02:01 with pseudo-sequence HLA-A02:01. The peptide sequence is QYIKANSKFIGITE. (4) The binding affinity (normalized) is 0. The peptide sequence is GDYKLVEI. The MHC is HLA-A01:01 with pseudo-sequence HLA-A01:01.